This data is from Full USPTO retrosynthesis dataset with 1.9M reactions from patents (1976-2016). The task is: Predict the reactants needed to synthesize the given product. (1) Given the product [OH:34][C:31]([CH3:32])([CH3:33])[CH2:30][C@@:21]1([C:24]2[CH:25]=[CH:26][CH:27]=[CH:28][CH:29]=2)[O:20][C:19](=[O:35])[N:18]([C@H:16]([C:13]2[CH:14]=[CH:15][C:10]([C:9]#[C:8][C:2]3([NH:1][C:45](=[O:47])[CH3:46])[CH2:3][CH2:4][CH2:5][CH2:6][CH2:7]3)=[CH:11][CH:12]=2)[CH3:17])[CH2:23][CH2:22]1, predict the reactants needed to synthesize it. The reactants are: [NH2:1][C:2]1([C:8]#[C:9][C:10]2[CH:15]=[CH:14][C:13]([C@@H:16]([N:18]3[CH2:23][CH2:22][C@:21]([CH2:30][C:31]([OH:34])([CH3:33])[CH3:32])([C:24]4[CH:29]=[CH:28][CH:27]=[CH:26][CH:25]=4)[O:20][C:19]3=[O:35])[CH3:17])=[CH:12][CH:11]=2)[CH2:7][CH2:6][CH2:5][CH2:4][CH2:3]1.CCN(C(C)C)C(C)C.[C:45](OC(=O)C)(=[O:47])[CH3:46]. (2) Given the product [Cl:1][C:2]1[N:7]=[C:6]([NH:8][C:9]2[CH:14]=[C:13]([NH2:15])[CH:12]=[CH:11][N:10]=2)[C:5]([Cl:18])=[CH:4][N:3]=1, predict the reactants needed to synthesize it. The reactants are: [Cl:1][C:2]1[N:7]=[C:6]([NH:8][C:9]2[CH:14]=[C:13]([N+:15]([O-])=O)[CH:12]=[CH:11][N:10]=2)[C:5]([Cl:18])=[CH:4][N:3]=1.O.[Cl-].[Ca+2].[Cl-].CO. (3) Given the product [N+:1]([C:4]1[CH:5]=[C:6]2[C:7](=[CH:14][CH:15]=1)[O:8][CH2:9][CH2:10][C:11]2=[O:13])([O-:3])=[O:2], predict the reactants needed to synthesize it. The reactants are: [N+:1]([C:4]1[CH:15]=[CH:14][C:7]([O:8][CH2:9][CH2:10][C:11]([OH:13])=O)=[CH:6][CH:5]=1)([O-:3])=[O:2].OS(O)(=O)=O.O=P12OP3(OP(OP(O3)(O1)=O)(=O)O2)=O. (4) Given the product [CH2:16]([S:18][C:2]1[CH:3]=[CH:4][CH:5]=[C:6]2[C:11]=1[CH:10]=[C:9]([S:12]([NH2:15])(=[O:14])=[O:13])[CH:8]=[CH:7]2)[CH3:17], predict the reactants needed to synthesize it. The reactants are: I[C:2]1[CH:3]=[CH:4][CH:5]=[C:6]2[C:11]=1[CH:10]=[C:9]([S:12]([NH2:15])(=[O:14])=[O:13])[CH:8]=[CH:7]2.[CH2:16]([S-:18])[CH3:17].[Na+]. (5) Given the product [C:19]([O:18][C:16]([CH2:15][NH:14][CH:13]([CH2:25][C:26]1[CH:31]=[CH:30][CH:29]=[CH:28][C:27]=1[I:32])[C:12]([O:11][CH2:9][CH3:10])=[O:23])=[O:17])([CH3:22])([CH3:21])[CH3:20], predict the reactants needed to synthesize it. The reactants are: C([N-]C(C)C)(C)C.[Li+].[CH2:9]([O:11][C:12](=[O:23])[CH2:13][NH:14][CH2:15][C:16]([O:18][C:19]([CH3:22])([CH3:21])[CH3:20])=[O:17])[CH3:10].Br[CH2:25][C:26]1[CH:31]=[CH:30][CH:29]=[CH:28][C:27]=1[I:32]. (6) Given the product [C:1]1([S:7]([N:10]2[CH:14]=[CH:13][C:12]([NH:15][C:32](=[O:33])[C:27]3[CH:28]=[CH:29][CH:30]=[CH:31][N:26]=3)=[CH:11]2)(=[O:8])=[O:9])[CH:6]=[CH:5][CH:4]=[CH:3][CH:2]=1, predict the reactants needed to synthesize it. The reactants are: [C:1]1([S:7]([N:10]2[CH:14]=[CH:13][C:12]([NH2:15])=[CH:11]2)(=[O:9])=[O:8])[CH:6]=[CH:5][CH:4]=[CH:3][CH:2]=1.C(N(C(C)C)CC)(C)C.Cl.[N:26]1[CH:31]=[CH:30][CH:29]=[CH:28][C:27]=1[C:32](Cl)=[O:33]. (7) The reactants are: [NH2:1][CH2:2][C:3]1[C:4](=[O:11])[NH:5][C:6]([CH3:10])=[CH:7][C:8]=1[CH3:9].[C:12]1([S:18]([N:21]2[C:29]3[C:24](=[CH:25][CH:26]=[CH:27][CH:28]=3)[C:23]([C:30](O)=[O:31])=[CH:22]2)(=[O:20])=[O:19])[CH:17]=[CH:16][CH:15]=[CH:14][CH:13]=1.F[P-](F)(F)(F)(F)F.N1(OC(N(C)C)=[N+](C)C)C2N=CC=CC=2N=N1.C(N(CC)CC)C. Given the product [CH3:9][C:8]1[CH:7]=[C:6]([CH3:10])[NH:5][C:4](=[O:11])[C:3]=1[CH2:2][NH:1][C:30]([C:23]1[C:24]2[C:29](=[CH:28][CH:27]=[CH:26][CH:25]=2)[N:21]([S:18]([C:12]2[CH:17]=[CH:16][CH:15]=[CH:14][CH:13]=2)(=[O:19])=[O:20])[CH:22]=1)=[O:31], predict the reactants needed to synthesize it.